Dataset: Reaction yield outcomes from USPTO patents with 853,638 reactions. Task: Predict the reaction yield, written as a fraction of the theoretical maximum amount of product (1.0 means a 100% yield; for example, 0.34 means a 34% yield). The catalyst is O1CCOCC1.Cl[Pd](Cl)([P](C1C=CC=CC=1)(C1C=CC=CC=1)C1C=CC=CC=1)[P](C1C=CC=CC=1)(C1C=CC=CC=1)C1C=CC=CC=1. The yield is 0.430. The reactants are [OH:1][C:2]([CH3:35])([CH3:34])[CH2:3][C@@:4]1([C:28]2[CH:33]=[CH:32][CH:31]=[CH:30][CH:29]=2)[O:9][C:8](=[O:10])[N:7]([C@H:11]([C:13]2[CH:18]=[CH:17][C:16](B3OC(C)(C)C(C)(C)O3)=[CH:15][CH:14]=2)[CH3:12])[CH2:6][CH2:5]1.Br[C:37]1[CH:42]=[CH:41][N:40]([CH3:43])[C:39](=[O:44])[CH:38]=1.C([O-])([O-])=O.[Cs+].[Cs+]. The product is [OH:1][C:2]([CH3:34])([CH3:35])[CH2:3][C@@:4]1([C:28]2[CH:33]=[CH:32][CH:31]=[CH:30][CH:29]=2)[O:9][C:8](=[O:10])[N:7]([C@H:11]([C:13]2[CH:14]=[CH:15][C:16]([C:37]3[CH:42]=[CH:41][N:40]([CH3:43])[C:39](=[O:44])[CH:38]=3)=[CH:17][CH:18]=2)[CH3:12])[CH2:6][CH2:5]1.